From a dataset of Peptide-MHC class I binding affinity with 185,985 pairs from IEDB/IMGT. Regression. Given a peptide amino acid sequence and an MHC pseudo amino acid sequence, predict their binding affinity value. This is MHC class I binding data. The peptide sequence is FLLPILSQIYT. The binding affinity (normalized) is 0.0847. The MHC is HLA-A03:01 with pseudo-sequence HLA-A03:01.